Dataset: Reaction yield outcomes from USPTO patents with 853,638 reactions. Task: Predict the reaction yield, written as a fraction of the theoretical maximum amount of product (1.0 means a 100% yield; for example, 0.34 means a 34% yield). (1) The reactants are [CH:1]([C:3]1[N:7]([CH3:8])[C:6]([C:9]([O:11][CH3:12])=[O:10])=[CH:5][CH:4]=1)=[O:2].[NH4+].[Cl-].CCO[CH2:18][CH3:19]. The catalyst is C1COCC1. The product is [CH:19]1([CH:1]([OH:2])[C:3]2[N:7]([CH3:8])[C:6]([C:9]([O:11][CH3:12])=[O:10])=[CH:5][CH:4]=2)[CH2:18][CH2:5][CH2:4][CH2:3][CH2:1]1. The yield is 0.510. (2) The reactants are [NH2:1][C:2]1[C:10]([I:11])=[CH:9][CH:8]=[CH:7][C:3]=1[C:4](O)=[O:5].[CH3:12][N:13]=[C:14]=[S:15]. The catalyst is CCO. The product is [I:11][C:10]1[CH:9]=[CH:8][CH:7]=[C:3]2[C:2]=1[NH:1][C:14](=[S:15])[N:13]([CH3:12])[C:4]2=[O:5]. The yield is 0.930. (3) The reactants are [CH:1]([N:4]1[CH2:9][CH2:8][CH:7]([O:10][C:11]2[CH:19]=[CH:18][C:17]3[N:16]4[C@H:20]([CH3:25])[CH2:21][NH:22][C:23](=[O:24])[C:15]4=[CH:14][C:13]=3[CH:12]=2)[CH2:6][CH2:5]1)([CH3:3])[CH3:2].FC(F)(F)S(O[CH2:32][C:33]([F:36])([F:35])[F:34])(=O)=O.[H-].[Na+]. No catalyst specified. The product is [CH:1]([N:4]1[CH2:9][CH2:8][CH:7]([O:10][C:11]2[CH:19]=[CH:18][C:17]3[N:16]4[C@H:20]([CH3:25])[CH2:21][N:22]([CH2:32][C:33]([F:36])([F:35])[F:34])[C:23](=[O:24])[C:15]4=[CH:14][C:13]=3[CH:12]=2)[CH2:6][CH2:5]1)([CH3:3])[CH3:2]. The yield is 0.280. (4) The reactants are N(C(OC(C)C)=O)=NC(OC(C)C)=O.[OH:15][C:16]1[CH:17]=[C:18]([C:22]2([C:39]3[CH:44]=[CH:43][N:42]=[CH:41][CH:40]=3)[C:30]3[C:25](=[N:26][CH:27]=[CH:28][CH:29]=3)[C:24]([NH:31]C(=O)OC(C)(C)C)=[N:23]2)[CH:19]=[CH:20][CH:21]=1.C1(P(C2C=CC=CC=2)C2C=CC=CC=2)C=CC=CC=1.[CH3:64][CH:65]([CH3:68])[CH2:66]O.Cl.O. The catalyst is C1COCC1.CCOC(C)=O. The product is [CH2:64]([O:15][C:16]1[CH:17]=[C:18]([C:22]2([C:39]3[CH:44]=[CH:43][N:42]=[CH:41][CH:40]=3)[C:30]3[C:25](=[N:26][CH:27]=[CH:28][CH:29]=3)[C:24]([NH2:31])=[N:23]2)[CH:19]=[CH:20][CH:21]=1)[CH:65]([CH3:68])[CH3:66]. The yield is 0.380. (5) The reactants are Cl.[Cl:2][C:3]1[CH:4]=[C:5]2[C:9](=[CH:10][CH:11]=1)[NH:8][CH:7]=[C:6]2[CH2:12][CH2:13][NH2:14].[C:15]1([N:21]2[C:25]([C:26](Cl)=[O:27])=[CH:24][CH:23]=[N:22]2)[CH:20]=[CH:19][CH:18]=[CH:17][CH:16]=1.C(N(CC)CC)C.C(OCC)(=O)C. The catalyst is ClCCl. The product is [Cl:2][C:3]1[CH:4]=[C:5]2[C:9](=[CH:10][CH:11]=1)[NH:8][CH:7]=[C:6]2[CH2:12][CH2:13][NH:14][C:26]([C:25]1[N:21]([C:15]2[CH:16]=[CH:17][CH:18]=[CH:19][CH:20]=2)[N:22]=[CH:23][CH:24]=1)=[O:27]. The yield is 0.630.